Dataset: Catalyst prediction with 721,799 reactions and 888 catalyst types from USPTO. Task: Predict which catalyst facilitates the given reaction. (1) Reactant: [Br:1][C:2]1[CH:3]=[C:4]2[C:9](=[CH:10][CH:11]=1)[O:8][CH:7]([C:12]1[CH:13]=[N:14][CH:15]=[CH:16][CH:17]=1)[CH2:6][C:5]2=O.C[Si]([N:23]=[C:24]=[N:25][Si](C)(C)C)(C)C. Product: [Br:1][C:2]1[CH:3]=[C:4]2[C:9](=[CH:10][CH:11]=1)[O:8][CH:7]([C:12]1[CH:13]=[N:14][CH:15]=[CH:16][CH:17]=1)[CH2:6]/[C:5]/2=[N:25]\[C:24]#[N:23]. The catalyst class is: 388. (2) Reactant: CN(C(ON1N=NC2C=CC=CC1=2)=[N+](C)C)C.[B-](F)(F)(F)F.[CH3:23][C:24]1[N:29]=[C:28]([C:30]([OH:32])=O)[C:27]([N:33]2[N:37]=[CH:36][CH:35]=[N:34]2)=[CH:26][CH:25]=1.CCN(C(C)C)C(C)C.[F:47][C:48]([F:65])([F:64])[C:49]1[CH:50]=[CH:51][C:52]([O:55][CH2:56][C@@H:57]2[CH2:63][C@@H:62]3[C@@H:60]([CH2:61]3)[CH2:59][NH:58]2)=[N:53][CH:54]=1. Product: [CH3:23][C:24]1[N:29]=[C:28]([C:30]([N:58]2[C@H:57]([CH2:56][O:55][C:52]3[CH:51]=[CH:50][C:49]([C:48]([F:47])([F:64])[F:65])=[CH:54][N:53]=3)[CH2:63][C@@H:62]3[C@@H:60]([CH2:61]3)[CH2:59]2)=[O:32])[C:27]([N:33]2[N:37]=[CH:36][CH:35]=[N:34]2)=[CH:26][CH:25]=1. The catalyst class is: 3. (3) Reactant: Cl[C:2]1[N:12]=[C:11]([NH:13][C:14]2[CH:19]=[CH:18][C:17]([N:20]3[CH2:25][CH2:24][N:23]4[CH2:26][CH2:27][CH2:28][CH:22]4[CH2:21]3)=[CH:16][C:15]=2[O:29][CH3:30])[C:5]2[C:6](=[O:10])[NH:7][N:8]=[CH:9][C:4]=2[CH:3]=1.[Br-].[Cl:32][C:33]1[CH:40]=[CH:39][CH:38]=[C:37]([Cl:41])[C:34]=1[CH2:35][Zn+]. Product: [Cl:32][C:33]1[CH:40]=[CH:39][CH:38]=[C:37]([Cl:41])[C:34]=1[CH2:35][C:2]1[N:12]=[C:11]([NH:13][C:14]2[CH:19]=[CH:18][C:17]([N:20]3[CH2:25][CH2:24][N:23]4[CH2:26][CH2:27][CH2:28][CH:22]4[CH2:21]3)=[CH:16][C:15]=2[O:29][CH3:30])[C:5]2[C:6](=[O:10])[NH:7][N:8]=[CH:9][C:4]=2[CH:3]=1. The catalyst class is: 7. (4) Reactant: [CH2:1]([C:5]1[O:6][C:7]2[CH:34]=[CH:33][CH:32]=[CH:31][C:8]=2[C:9]=1[C:10]1[O:11][C:12]([C:15]2[CH:16]=[C:17]3[C:22](=[CH:23][CH:24]=2)[CH:21]=[C:20]([O:25][CH2:26][C:27]([O:29]C)=[O:28])[CH:19]=[CH:18]3)=[CH:13][N:14]=1)[CH2:2][CH2:3][CH3:4].[OH-].[Na+].Cl. Product: [CH2:1]([C:5]1[O:6][C:7]2[CH:34]=[CH:33][CH:32]=[CH:31][C:8]=2[C:9]=1[C:10]1[O:11][C:12]([C:15]2[CH:16]=[C:17]3[C:22](=[CH:23][CH:24]=2)[CH:21]=[C:20]([O:25][CH2:26][C:27]([OH:29])=[O:28])[CH:19]=[CH:18]3)=[CH:13][N:14]=1)[CH2:2][CH2:3][CH3:4]. The catalyst class is: 20. (5) Reactant: [O:1]1[CH:5]=[CH:4][C:3]([C:6]([NH:8][C:9]2[CH:10]=[CH:11][C:12]([CH3:24])=[C:13]([C:15]3[CH:20]=[CH:19][C:18]([C:21](O)=[O:22])=[CH:17][CH:16]=3)[CH:14]=2)=[O:7])=[CH:2]1.[NH2:25][CH2:26][CH2:27][CH2:28][N:29]1[CH2:34][CH2:33][O:32][CH2:31][CH2:30]1.CN(C(ON1N=NC2C=CC=NC1=2)=[N+](C)C)C.F[P-](F)(F)(F)(F)F.C1C=CC2N(O)N=NC=2C=1.CCN(C(C)C)C(C)C. Product: [CH3:24][C:12]1[C:13]([C:15]2[CH:20]=[CH:19][C:18]([C:21]([NH:25][CH2:26][CH2:27][CH2:28][N:29]3[CH2:34][CH2:33][O:32][CH2:31][CH2:30]3)=[O:22])=[CH:17][CH:16]=2)=[CH:14][C:9]([NH:8][C:6]([C:3]2[CH:4]=[CH:5][O:1][CH:2]=2)=[O:7])=[CH:10][CH:11]=1. The catalyst class is: 39. (6) Reactant: [O:1]1[CH2:6][CH2:5][CH:4]([C:7]([OH:9])=[O:8])[CH2:3][CH2:2]1.[CH3:10]I. Product: [CH3:10][C:4]1([C:7]([OH:9])=[O:8])[CH2:5][CH2:6][O:1][CH2:2][CH2:3]1. The catalyst class is: 7.